This data is from Peptide-MHC class I binding affinity with 185,985 pairs from IEDB/IMGT. The task is: Regression. Given a peptide amino acid sequence and an MHC pseudo amino acid sequence, predict their binding affinity value. This is MHC class I binding data. (1) The peptide sequence is VTNLISETLK. The MHC is HLA-A03:01 with pseudo-sequence HLA-A03:01. The binding affinity (normalized) is 0.444. (2) The peptide sequence is MLNNSFYYM. The MHC is HLA-A11:01 with pseudo-sequence HLA-A11:01. The binding affinity (normalized) is 0.513.